Dataset: Catalyst prediction with 721,799 reactions and 888 catalyst types from USPTO. Task: Predict which catalyst facilitates the given reaction. (1) Reactant: C(OC(=O)[NH:7][CH2:8][C:9]1[CH:14]=[C:13](C)[C:12]([NH:16][S:17]([CH3:20])(=[O:19])=[O:18])=[C:11]([I:21])[CH:10]=1)(C)(C)C.C(Cl)[Cl:24]. Product: [NH2:7][CH2:8][C:9]1[CH:10]=[C:11]([I:21])[C:12]([NH:16][S:17]([CH3:20])(=[O:19])=[O:18])=[C:13]([Cl:24])[CH:14]=1. The catalyst class is: 67. (2) Reactant: [CH:1]([N:4]1[C:8](=[O:9])[C:7]([CH3:16])([C:10]2[CH:15]=[CH:14][CH:13]=[CH:12][CH:11]=2)[NH:6][C:5]1=[O:17])([CH3:3])[CH3:2].[H-].[Na+].Br[CH2:21][C:22]([O:24][CH3:25])=[O:23].C([O-])(O)=O.[Na+]. Product: [CH:1]([N:4]1[C:8](=[O:9])[C:7]([CH3:16])([C:10]2[CH:11]=[CH:12][CH:13]=[CH:14][CH:15]=2)[N:6]([CH2:21][C:22]([O:24][CH3:25])=[O:23])[C:5]1=[O:17])([CH3:3])[CH3:2]. The catalyst class is: 1.